From a dataset of Reaction yield outcomes from USPTO patents with 853,638 reactions. Predict the reaction yield, written as a fraction of the theoretical maximum amount of product (1.0 means a 100% yield; for example, 0.34 means a 34% yield). (1) The reactants are [CH2:1]([NH:8][C:9]1[S:10][C:11]([C:14]([NH:16][C:17]2[CH:21]=[C:20]([C:22]3[CH:27]=[CH:26][C:25]([F:28])=[CH:24][CH:23]=3)[NH:19][N:18]=2)=O)=[CH:12][N:13]=1)[C:2]1[CH:7]=[CH:6][CH:5]=[CH:4][CH:3]=1. The catalyst is C1COCC1. The product is [CH2:1]([NH:8][C:9]1[S:10][C:11]([CH2:14][NH:16][C:17]2[CH:21]=[C:20]([C:22]3[CH:23]=[CH:24][C:25]([F:28])=[CH:26][CH:27]=3)[NH:19][N:18]=2)=[CH:12][N:13]=1)[C:2]1[CH:7]=[CH:6][CH:5]=[CH:4][CH:3]=1. The yield is 0.980. (2) The reactants are Cl[C:2]1[N:7]=[C:6]([Cl:8])[C:5]([C:9]#[N:10])=[CH:4][N:3]=1.[Cl:11][C:12]1[CH:13]=[C:14]([CH2:18][CH2:19][NH2:20])[CH:15]=[CH:16][CH:17]=1.CCN(C(C)C)C(C)C.O. The catalyst is C1COCC1.C(OCC)(=O)C. The product is [Cl:8][C:6]1[C:5]([C:9]#[N:10])=[CH:4][N:3]=[C:2]([NH:20][CH2:19][CH2:18][C:14]2[CH:15]=[CH:16][CH:17]=[C:12]([Cl:11])[CH:13]=2)[N:7]=1. The yield is 0.380. (3) The reactants are [C:1]1([CH3:10])[CH:6]=[CH:5][C:4](B(O)O)=[CH:3][CH:2]=1.[N+:11]([C:14]1[CH:15]=[N:16][NH:17][CH:18]=1)([O-:13])=[O:12].N1C=CC=CC=1. The catalyst is C(Cl)Cl.C([O-])(=O)C.[Cu+2].C([O-])(=O)C. The product is [N+:11]([C:14]1[CH:15]=[N:16][N:17]([C:4]2[CH:5]=[CH:6][C:1]([CH3:10])=[CH:2][CH:3]=2)[CH:18]=1)([O-:13])=[O:12]. The yield is 0.310. (4) The reactants are F[C:2](F)(F)[C:3](O)=[O:4].[O:8]=[S:9]1(=[O:37])[CH2:14][CH:13]=[C:12]([C:15]2[CH:20]=[C:19]([CH:21]3[CH2:26][CH2:25][NH:24][CH2:23][CH2:22]3)[CH:18]=[CH:17][C:16]=2[NH:27][C:28]([C:30]2[NH:31][CH:32]=[C:33]([C:35]#[N:36])[N:34]=2)=[O:29])[CH2:11][CH2:10]1.CCN(C(C)C)C(C)C.C(OC(=O)C)(=O)C.CCOC(C)=O. The catalyst is C(Cl)Cl.CN(C=O)C. The product is [C:3]([N:24]1[CH2:25][CH2:26][CH:21]([C:19]2[CH:18]=[CH:17][C:16]([NH:27][C:28]([C:30]3[NH:31][CH:32]=[C:33]([C:35]#[N:36])[N:34]=3)=[O:29])=[C:15]([C:12]3[CH2:13][CH2:14][S:9](=[O:8])(=[O:37])[CH2:10][CH:11]=3)[CH:20]=2)[CH2:22][CH2:23]1)(=[O:4])[CH3:2]. The yield is 0.950. (5) The reactants are C[O:2][C:3]([C:5]1[CH:14]=[C:13]([O:15][CH2:16][C:17](=[O:28])[NH:18][CH2:19][C:20]2[CH:25]=[CH:24][CH:23]=[C:22]([CH2:26][OH:27])[CH:21]=2)[C:12]2[C:7](=[CH:8][C:9]([Cl:30])=[CH:10][C:11]=2[Cl:29])[CH:6]=1)=[O:4].[Li+].[OH-]. No catalyst specified. The product is [Cl:29][C:11]1[CH:10]=[C:9]([Cl:30])[CH:8]=[C:7]2[C:12]=1[C:13]([O:15][CH2:16][C:17](=[O:28])[NH:18][CH2:19][C:20]1[CH:25]=[CH:24][CH:23]=[C:22]([CH2:26][OH:27])[CH:21]=1)=[CH:14][C:5]([C:3]([OH:4])=[O:2])=[CH:6]2. The yield is 0.350. (6) The reactants are Cl[C:2]1[CH:11]=[N:10][C:9]2[C:4](=[CH:5][C:6]([F:12])=[CH:7][CH:8]=2)[N:3]=1.[CH3:13][O-:14].[Na+]. The catalyst is CO. The product is [F:12][C:6]1[CH:5]=[C:4]2[C:9]([N:10]=[CH:11][C:2]([O:14][CH3:13])=[N:3]2)=[CH:8][CH:7]=1. The yield is 0.880. (7) The reactants are [O:1]=[C:2]([N:15]1[CH2:20][CH2:19][CH2:18][CH2:17][C@@H:16]1[CH:21]=[CH2:22])[C@@H:3]([NH:7][C:8](=[O:14])[O:9][C:10]([CH3:13])([CH3:12])[CH3:11])[CH2:4]C=C. The catalyst is ClCCCl.Cl[Ru](=C1N(C2C(C)=CC(C)=CC=2C)CCN1C1C(C)=CC(C)=CC=1C)(Cl)(=CC1C=CC=CC=1)[P](C1CCCCC1)(C1CCCCC1)C1CCCCC1. The product is [O:1]=[C:2]1[N:15]2[CH2:20][CH2:19][CH2:18][CH2:17][C@@H:16]2[CH:21]=[CH:22][CH2:4][C@@H:3]1[NH:7][C:8](=[O:14])[O:9][C:10]([CH3:11])([CH3:12])[CH3:13]. The yield is 0.718. (8) The reactants are [CH3:1][CH2:2][CH2:3][CH:4]([NH2:8])[CH2:5][CH2:6][CH3:7].Cl[C:10]1[CH:15]=[CH:14][CH:13]=[CH:12][C:11]=1[N:16]=[C:17]=[O:18].C(Cl)[Cl:20]. No catalyst specified. The product is [Cl:20][C:14]1[CH:13]=[CH:12][C:11]([NH:16][C:17]([NH:8][CH:4]([CH2:5][CH2:6][CH3:7])[CH2:3][CH2:2][CH3:1])=[O:18])=[CH:10][CH:15]=1. The yield is 0.670.